This data is from Full USPTO retrosynthesis dataset with 1.9M reactions from patents (1976-2016). The task is: Predict the reactants needed to synthesize the given product. Given the product [CH3:2]/[C:3](/[CH2:16][CH2:17][CH:18]=[C:19]([CH3:21])[CH3:20])=[CH:4]\[CH2:5][O:6][C:7](=[O:15])[CH2:8][N:9]1[CH:13]=[CH:12][N+:11]([CH3:14])=[CH:10]1.[CH3:23][CH2:24][CH2:25][CH2:26][CH:27]([CH2:30][O:31][C:32]([CH2:34][CH:35]([S:47]([OH:50])(=[O:49])=[O:48])[C:36]([O:38][CH2:39][CH:40]([CH2:43][CH2:44][CH2:45][CH3:46])[CH2:41][CH3:42])=[O:37])=[O:33])[CH2:28][CH3:29], predict the reactants needed to synthesize it. The reactants are: [Cl-].[CH3:2]/[C:3](/[CH2:16][CH2:17][CH:18]=[C:19]([CH3:21])[CH3:20])=[CH:4]\[CH2:5][O:6][C:7](=[O:15])[CH2:8][N:9]1[CH:13]=[CH:12][N+:11]([CH3:14])=[CH:10]1.[Na].[CH3:23][CH2:24][CH2:25][CH2:26][CH:27]([CH2:30][O:31][C:32]([CH2:34][CH:35]([S:47]([OH:50])(=[O:49])=[O:48])[C:36]([O:38][CH2:39][CH:40]([CH2:43][CH2:44][CH2:45][CH3:46])[CH2:41][CH3:42])=[O:37])=[O:33])[CH2:28][CH3:29].